Dataset: Catalyst prediction with 721,799 reactions and 888 catalyst types from USPTO. Task: Predict which catalyst facilitates the given reaction. (1) Reactant: [C:1]1([C:35]2[CH:40]=[CH:39][CH:38]=[CH:37][CH:36]=2)[CH:6]=[CH:5][C:4]([C@@:7]2([S:31][CH:32]([CH3:34])[CH3:33])[CH2:11][N:10]([C:12](=[O:26])[C@@H:13]([NH:18][C:19]([O:21][C:22]([CH3:25])([CH3:24])[CH3:23])=[O:20])[C:14]([CH3:17])([CH3:16])[CH3:15])[C@H:9]([C:27]([O:29]C)=[O:28])[CH2:8]2)=[CH:3][CH:2]=1.O.[OH-].[Li+]. Product: [C:1]1([C:35]2[CH:36]=[CH:37][CH:38]=[CH:39][CH:40]=2)[CH:6]=[CH:5][C:4]([C@@:7]2([S:31][CH:32]([CH3:33])[CH3:34])[CH2:11][N:10]([C:12](=[O:26])[C@@H:13]([NH:18][C:19]([O:21][C:22]([CH3:23])([CH3:24])[CH3:25])=[O:20])[C:14]([CH3:15])([CH3:16])[CH3:17])[C@H:9]([C:27]([OH:29])=[O:28])[CH2:8]2)=[CH:3][CH:2]=1. The catalyst class is: 87. (2) Reactant: C(=O)([O-])[O-].[Cs+].[Cs+].[F:7][C:8]1[C:9]([I:15])=[CH:10][C:11](=[O:14])[NH:12][CH:13]=1.Br[CH2:17][CH2:18][C:19]([CH3:29])([S:25]([CH3:28])(=[O:27])=[O:26])[C:20]([O:22][CH2:23][CH3:24])=[O:21]. Product: [F:7][C:8]1[C:9]([I:15])=[CH:10][C:11](=[O:14])[N:12]([CH2:17][CH2:18][C@@:19]([CH3:29])([S:25]([CH3:28])(=[O:27])=[O:26])[C:20]([O:22][CH2:23][CH3:24])=[O:21])[CH:13]=1. The catalyst class is: 1.